This data is from Reaction yield outcomes from USPTO patents with 853,638 reactions. The task is: Predict the reaction yield, written as a fraction of the theoretical maximum amount of product (1.0 means a 100% yield; for example, 0.34 means a 34% yield). (1) The reactants are [Al+3].[Cl-].[Cl-].[Cl-].[H-].[H-].[H-].[H-].[Li+].[Al+3].[Br:11][C:12]1[CH:17]=[CH:16][C:15]([OH:18])=[C:14]([CH:19](O)[C:20]2[CH:25]=[CH:24][CH:23]=[CH:22][CH:21]=2)[CH:13]=1.Cl. The catalyst is CCOCC.C(Cl)Cl.CCOCC.CO. The product is [CH2:19]([C:14]1[CH:13]=[C:12]([Br:11])[CH:17]=[CH:16][C:15]=1[OH:18])[C:20]1[CH:21]=[CH:22][CH:23]=[CH:24][CH:25]=1. The yield is 0.620. (2) The reactants are [CH3:1][O:2][C:3]1[CH:12]=[C:11]2[C:6]([CH2:7][CH2:8][CH2:9][C:10]2=O)=[CH:5][CH:4]=1.[C:14]([CH2:16]C(O)=O)#[N:15].C(O)(=O)CCCCCC.C(N)C1C=CC=CC=1. The catalyst is C1(C)C=CC=CC=1. The product is [CH3:1][O:2][C:3]1[CH:12]=[C:11]2[C:6]([CH2:7][CH2:8][CH:9]=[C:10]2[CH2:16][C:14]#[N:15])=[CH:5][CH:4]=1. The yield is 0.900. (3) The reactants are [Cl:1][C:2]1[C:3]2[N:4]([N:18]=[CH:19][CH:20]=2)[C:5]([C:11]2[CH:16]=[CH:15][CH:14]=[C:13]([F:17])[CH:12]=2)=[C:6]([C:8](=O)[CH3:9])[CH:7]=1.C([O-])(=O)C.[NH4+].C([BH3-])#[N:27].[Na+]. The catalyst is CO. The product is [Cl:1][C:2]1[C:3]2[N:4]([N:18]=[CH:19][CH:20]=2)[C:5]([C:11]2[CH:16]=[CH:15][CH:14]=[C:13]([F:17])[CH:12]=2)=[C:6]([CH:8]([NH2:27])[CH3:9])[CH:7]=1. The yield is 0.900. (4) The reactants are [C:1]([O:5][C:6]([N:8]1[CH2:13][CH2:12][CH:11]([O:14][C:15]2[CH:20]=[CH:19][C:18]([N+:21]([O-])=O)=[CH:17][C:16]=2[CH3:24])[CH2:10][CH2:9]1)=[O:7])([CH3:4])([CH3:3])[CH3:2]. The catalyst is CO.[Pd]. The product is [C:1]([O:5][C:6]([N:8]1[CH2:13][CH2:12][CH:11]([O:14][C:15]2[CH:20]=[CH:19][C:18]([NH2:21])=[CH:17][C:16]=2[CH3:24])[CH2:10][CH2:9]1)=[O:7])([CH3:4])([CH3:3])[CH3:2]. The yield is 0.530. (5) The product is [Cl:11][CH2:10][C:5]1[C:4]([C:3]([O:2][CH3:1])=[O:12])=[CH:9][CH:8]=[CH:7][N+:6]=1[O-:21]. The yield is 0.920. The reactants are [CH3:1][O:2][C:3](=[O:12])[C:4]1[CH:9]=[CH:8][CH:7]=[N:6][C:5]=1[CH2:10][Cl:11].C1C=C(Cl)C=C(C(OO)=[O:21])C=1. The catalyst is C(Cl)Cl. (6) The yield is 0.480. No catalyst specified. The reactants are [H-].[Na+].[C:3]([C:5]1[CH:6]=[C:7]([CH2:11][C:12]([O:14][CH3:15])=[O:13])[CH:8]=[CH:9][CH:10]=1)#[N:4].O1CCC[CH2:17]1. The product is [C:3]([C:5]1[CH:6]=[C:7]([CH:11]([CH3:17])[C:12]([O:14][CH3:15])=[O:13])[CH:8]=[CH:9][CH:10]=1)#[N:4].